This data is from Full USPTO retrosynthesis dataset with 1.9M reactions from patents (1976-2016). The task is: Predict the reactants needed to synthesize the given product. (1) Given the product [C:24]1([C:16]2[C:15]([C:13]3[N:12]=[CH:11][N:10]([C:7]4[CH:8]=[CH:9][C:4]([C:3]([NH:31][CH:32]5[CH2:37][CH2:36][O:35][CH2:34][CH2:33]5)=[O:30])=[CH:5][CH:6]=4)[CH:14]=3)=[C:19]([C:20]([F:21])([F:22])[F:23])[O:18][N:17]=2)[CH:25]=[CH:26][CH:27]=[CH:28][CH:29]=1, predict the reactants needed to synthesize it. The reactants are: CO[C:3](=[O:30])[C:4]1[CH:9]=[CH:8][C:7]([N:10]2[CH:14]=[C:13]([C:15]3[C:16]([C:24]4[CH:29]=[CH:28][CH:27]=[CH:26][CH:25]=4)=[N:17][O:18][C:19]=3[C:20]([F:23])([F:22])[F:21])[N:12]=[CH:11]2)=[CH:6][CH:5]=1.[NH2:31][CH:32]1[CH2:37][CH2:36][O:35][CH2:34][CH2:33]1. (2) Given the product [CH2:24]([N:26]([CH:37]1[CH2:42][CH2:41][N:40]([CH2:1][C@H:3]2[CH2:5][C@@:4]2([CH2:12][N:13]([CH3:23])[S:14]([C:17]2[CH:22]=[CH:21][CH:20]=[CH:19][CH:18]=2)(=[O:16])=[O:15])[C:6]2[CH:11]=[CH:10][CH:9]=[CH:8][CH:7]=2)[CH2:39][CH2:38]1)[C:27](=[O:36])[O:28][CH2:29][C:30]1[CH:35]=[CH:34][CH:33]=[CH:32][CH:31]=1)[CH3:25], predict the reactants needed to synthesize it. The reactants are: [CH:1]([C@H:3]1[CH2:5][C@@:4]1([CH2:12][N:13]([CH3:23])[S:14]([C:17]1[CH:22]=[CH:21][CH:20]=[CH:19][CH:18]=1)(=[O:16])=[O:15])[C:6]1[CH:11]=[CH:10][CH:9]=[CH:8][CH:7]=1)=O.[CH2:24]([N:26]([CH:37]1[CH2:42][CH2:41][NH:40][CH2:39][CH2:38]1)[C:27](=[O:36])[O:28][CH2:29][C:30]1[CH:35]=[CH:34][CH:33]=[CH:32][CH:31]=1)[CH3:25].